This data is from Forward reaction prediction with 1.9M reactions from USPTO patents (1976-2016). The task is: Predict the product of the given reaction. (1) Given the reactants [Br:1][C:2]1[CH:7]=[CH:6][CH:5]=[CH:4][C:3]=1[C@H:8]([O:10][C:11]1[CH:15]=[C:14]([N:16]2[C:24]3[CH:23]=[C:22]([CH2:25][O:26][Si:27]([C:30]([CH3:33])([CH3:32])[CH3:31])([CH3:29])[CH3:28])[N:21]=[CH:20][C:19]=3[N:18]=[CH:17]2)[S:13][C:12]=1[C:34]([O:36]C)=O)[CH3:9].[NH3:38], predict the reaction product. The product is: [Br:1][C:2]1[CH:7]=[CH:6][CH:5]=[CH:4][C:3]=1[C@H:8]([O:10][C:11]1[CH:15]=[C:14]([N:16]2[C:24]3[CH:23]=[C:22]([CH2:25][O:26][Si:27]([C:30]([CH3:33])([CH3:32])[CH3:31])([CH3:28])[CH3:29])[N:21]=[CH:20][C:19]=3[N:18]=[CH:17]2)[S:13][C:12]=1[C:34]([NH2:38])=[O:36])[CH3:9]. (2) Given the reactants [C:12]([O:11][C:9](O[C:9]([O:11][C:12]([CH3:15])([CH3:14])[CH3:13])=[O:10])=[O:10])([CH3:15])([CH3:14])[CH3:13].[NH2:16][CH2:17][CH:18]([OH:21])[CH2:19][CH3:20].C(N(CC)C(C)C)(C)C, predict the reaction product. The product is: [OH:21][CH:18]([CH2:19][CH3:20])[CH2:17][NH:16][C:9](=[O:10])[O:11][C:12]([CH3:13])([CH3:14])[CH3:15]. (3) The product is: [CH3:15][O:14][C:5]1[C:6]([C:10]([F:11])([F:12])[F:13])=[CH:7][CH:8]=[CH:9][C:4]=1[NH2:1]. Given the reactants [N+:1]([C:4]1[CH:9]=[CH:8][CH:7]=[C:6]([C:10]([F:13])([F:12])[F:11])[C:5]=1[O:14][CH3:15])([O-])=O.NC1C2N=C(C)OC=2C(C#N)=CC=1, predict the reaction product. (4) Given the reactants [OH:1][C@@H:2]1[CH2:10][C:9]2[C:4](=[CH:5][CH:6]=[CH:7][CH:8]=2)[C@H:3]1[O:11][C:12]1[C:20]2[N:19]=[C:18]([CH3:21])[N:17]([CH3:22])[C:16]=2[CH:15]=[C:14]([C:23]([N:25]([CH3:27])[CH3:26])=[O:24])[CH:13]=1.[H-].[Na+].CI.N.O.O.[C:35]([OH:40])(=[O:39])[C:36]([OH:38])=[O:37], predict the reaction product. The product is: [C:35]([OH:40])(=[O:39])[C:36]([OH:38])=[O:37].[CH3:35][O:1][C@@H:2]1[CH2:10][C:9]2[C:4](=[CH:5][CH:6]=[CH:7][CH:8]=2)[C@H:3]1[O:11][C:12]1[C:20]2[N:19]=[C:18]([CH3:21])[N:17]([CH3:22])[C:16]=2[CH:15]=[C:14]([C:23]([N:25]([CH3:26])[CH3:27])=[O:24])[CH:13]=1. (5) Given the reactants [CH3:1][O:2][C:3]1[C:4]([N:25]2[CH2:30][CH2:29][CH2:28][C@H:27]([NH:31]C(=O)OC(C)(C)C)[CH2:26]2)=[N:5][C:6]([N:9]2[C:17]3[CH:16]=[C:15]([C:18]4[CH:23]=[N:22][CH:21]=[C:20]([CH3:24])[N:19]=4)[N:14]=[CH:13][C:12]=3[CH:11]=[N:10]2)=[CH:7][CH:8]=1.Cl, predict the reaction product. The product is: [CH3:1][O:2][C:3]1[C:4]([N:25]2[CH2:30][CH2:29][CH2:28][C@H:27]([NH2:31])[CH2:26]2)=[N:5][C:6]([N:9]2[C:17]3[CH:16]=[C:15]([C:18]4[CH:23]=[N:22][CH:21]=[C:20]([CH3:24])[N:19]=4)[N:14]=[CH:13][C:12]=3[CH:11]=[N:10]2)=[CH:7][CH:8]=1. (6) Given the reactants C(OC(OC1C=C[C:12]([C:15]#[C:16][C:17]2[CH:22]=[CH:21][C:20](OCCC)=[CH:19][CH:18]=2)=CC=1)=O)(C)(C)C.[CH2:27](OC1C=CC(C#C)=CC=1)[CH2:28]C, predict the reaction product. The product is: [CH2:16]([C:17]1[CH:18]=[CH:19][C:20]([C:27]#[CH:28])=[CH:21][CH:22]=1)[CH2:15][CH3:12]. (7) Given the reactants [CH3:1][C:2]1[N:3]([CH2:19][C:20]([OH:22])=[O:21])[C:4]2[C:9]([C:10]=1[CH2:11][C:12]1[CH:17]=[CH:16][C:15](=[O:18])[NH:14][N:13]=1)=[CH:8][CH:7]=[CH:6][CH:5]=2.[F:23][C:24]1[CH:31]=[CH:30][CH:29]=[CH:28][C:25]=1[CH2:26]Br.C(=O)([O-])[O-].[K+].[K+].CN(C=O)C, predict the reaction product. The product is: [F:23][C:24]1[CH:31]=[CH:30][CH:29]=[CH:28][C:25]=1[CH2:26][N:14]1[C:15](=[O:18])[CH:16]=[CH:17][C:12]([CH2:11][C:10]2[C:9]3[C:4](=[CH:5][CH:6]=[CH:7][CH:8]=3)[N:3]([CH2:19][C:20]([O:22][CH2:26][C:25]3[CH:28]=[CH:29][CH:30]=[CH:31][C:24]=3[F:23])=[O:21])[C:2]=2[CH3:1])=[N:13]1. (8) The product is: [ClH:16].[ClH:16].[CH3:14][N:12]1[CH2:11][CH2:10][O:9][CH:8]([C:5]2[CH:6]=[CH:7][C:2]([NH2:1])=[CH:3][CH:4]=2)[CH2:13]1. Given the reactants [NH2:1][C:2]1[CH:7]=[CH:6][C:5]([CH:8]2[CH2:13][N:12]([CH3:14])[C:11](=O)[CH2:10][O:9]2)=[CH:4][CH:3]=1.[ClH:16].C(OCC)(=O)C, predict the reaction product. (9) The product is: [NH2:44][C:45]1[N:50]=[C:49]([S:51]([NH:54][C:8]([C:7]2[C:2]([Cl:1])=[N:3][C:4]([N:15]3[CH:19]=[CH:18][C:17]([O:20][CH2:21][CH:22]([CH3:23])[CH3:24])=[N:16]3)=[CH:5][CH:6]=2)=[O:10])(=[O:53])=[O:52])[CH:48]=[CH:47][CH:46]=1. Given the reactants [Cl:1][C:2]1[C:7]([C:8]([O:10]C(C)(C)C)=O)=[CH:6][CH:5]=[C:4]([N:15]2[CH:19]=[CH:18][C:17]([O:20][CH2:21][CH:22]([CH3:24])[CH3:23])=[N:16]2)[N:3]=1.FC(F)(F)C(O)=O.C(N1C=CN=C1)(N1C=CN=C1)=O.[NH2:44][C:45]1[N:50]=[C:49]([S:51]([NH2:54])(=[O:53])=[O:52])[CH:48]=[CH:47][CH:46]=1.[H-].[Na+], predict the reaction product. (10) Given the reactants [CH3:1][O:2][C:3]1[CH:4]=[CH:5][C:6]2[O:10][C:9]([CH:11](O)[CH2:12][CH:13]([CH3:15])[CH3:14])=[C:8]([CH3:17])[C:7]=2[CH:18]=1.N1C=CC=CC=1.S(Cl)([Cl:27])=O.C(=O)([O-])O.[Na+], predict the reaction product. The product is: [Cl:27][CH:11]([C:9]1[O:10][C:6]2[CH:5]=[CH:4][C:3]([O:2][CH3:1])=[CH:18][C:7]=2[C:8]=1[CH3:17])[CH2:12][CH:13]([CH3:15])[CH3:14].